Dataset: Reaction yield outcomes from USPTO patents with 853,638 reactions. Task: Predict the reaction yield, written as a fraction of the theoretical maximum amount of product (1.0 means a 100% yield; for example, 0.34 means a 34% yield). (1) The reactants are [Si:1]([O:8][C:9]1[CH:10]=[C:11]([CH:14]=[CH:15][CH:16]=1)[CH:12]=O)([C:4]([CH3:7])([CH3:6])[CH3:5])([CH3:3])[CH3:2].Cl.[NH2:18][C:19]1([C:22]([O:24][CH2:25][CH3:26])=[O:23])[CH2:21][CH2:20]1. No catalyst specified. The product is [Si:1]([O:8][C:9]1[CH:10]=[C:11]([CH:14]=[CH:15][CH:16]=1)[CH2:12][NH:18][C:19]1([C:22]([O:24][CH2:25][CH3:26])=[O:23])[CH2:21][CH2:20]1)([C:4]([CH3:7])([CH3:6])[CH3:5])([CH3:3])[CH3:2]. The yield is 0.870. (2) The reactants are [Br:1][C:2]1[CH:11]=[CH:10][C:5]([C:6]([O:8][CH3:9])=[O:7])=[CH:4][C:3]=1[CH2:12]Br.CS(C)=[O:16].C(=O)(O)[O-].[Na+]. The catalyst is O. The product is [Br:1][C:2]1[CH:11]=[CH:10][C:5]([C:6]([O:8][CH3:9])=[O:7])=[CH:4][C:3]=1[CH2:12][OH:16]. The yield is 0.600. (3) The product is [CH2:3]([O:5][C:6]1[CH:7]=[C:8]2[C:13](=[C:14]3[CH2:18][C:17]([CH3:20])([CH3:19])[O:16][C:15]=13)[C:12]([C:21]1[CH:22]=[C:23]([NH:27][C:39](=[O:40])[C:38]([F:49])([F:48])[F:37])[CH:24]=[CH:25][CH:26]=1)=[N:11][C:10]([CH3:28])([CH3:29])[CH2:9]2)[CH3:4]. The reactants are Cl.Cl.[CH2:3]([O:5][C:6]1[CH:7]=[C:8]2[C:13](=[C:14]3[CH2:18][C:17]([CH3:20])([CH3:19])[O:16][C:15]=13)[C:12]([C:21]1[CH:22]=[C:23]([NH2:27])[CH:24]=[CH:25][CH:26]=1)=[N:11][C:10]([CH3:29])([CH3:28])[CH2:9]2)[CH3:4].C(N(CC)CC)C.[F:37][C:38]([F:49])([F:48])[C:39](O[C:39](=[O:40])[C:38]([F:49])([F:48])[F:37])=[O:40].O. The catalyst is O1CCCC1. The yield is 0.770. (4) The catalyst is O1CCCC1.CN(C)C=O.O. The yield is 0.850. The product is [C:13]([O:12][C:11](=[O:17])[N:10]([CH2:9][C:6]1[CH:5]=[C:4]([Br:3])[N:8]([S:41]([C:37]2[CH:36]=[N:35][CH:40]=[CH:39][CH:38]=2)(=[O:43])=[O:42])[CH:7]=1)[CH3:18])([CH3:14])([CH3:15])[CH3:16]. The reactants are [H-].[Na+].[Br:3][C:4]1[NH:8][CH:7]=[C:6]([CH2:9][N:10]([CH3:18])[C:11](=[O:17])[O:12][C:13]([CH3:16])([CH3:15])[CH3:14])[CH:5]=1.C1OCCOCCOCCOCCOC1.Cl.[N:35]1[CH:40]=[CH:39][CH:38]=[C:37]([S:41](Cl)(=[O:43])=[O:42])[CH:36]=1. (5) The reactants are [Cl:1][C:2]1[CH:7]=[CH:6][CH:5]=[CH:4][C:3]=1[N:8]1[C:12]([C:13]2[S:14][C:15]([C:18]3[CH:23]=[CH:22][CH:21]=[C:20]([S:24]([CH3:27])(=[O:26])=[O:25])[CH:19]=3)=[CH:16][CH:17]=2)=[CH:11][C:10]([CH2:28][C:29]([O:31]C)=O)=[N:9]1.[CH2:33]([NH2:35])[CH3:34].Cl.C(N)C. No catalyst specified. The product is [Cl:1][C:2]1[CH:7]=[CH:6][CH:5]=[CH:4][C:3]=1[N:8]1[C:12]([C:13]2[S:14][C:15]([C:18]3[CH:23]=[CH:22][CH:21]=[C:20]([S:24]([CH3:27])(=[O:25])=[O:26])[CH:19]=3)=[CH:16][CH:17]=2)=[CH:11][C:10]([CH2:28][C:29]([NH:35][CH2:33][CH3:34])=[O:31])=[N:9]1. The yield is 0.830. (6) The reactants are [Br:1][C:2]1[CH:7]=[C:6](I)[C:5]([O:9][CH3:10])=[CH:4][C:3]=1[Cl:11].[NH2:12][C@@H:13]([CH3:17])[C:14]([OH:16])=[O:15].C1(NN=CC2C=CC=CC=2O)C=CC=CC=1.O. The catalyst is CN(C=O)C.[Cu]I.CCOCC. The product is [Br:1][C:2]1[C:3]([Cl:11])=[CH:4][C:5]([O:9][CH3:10])=[C:6]([NH:12][C@@H:13]([CH3:17])[C:14]([OH:16])=[O:15])[CH:7]=1. The yield is 0.640. (7) The reactants are Br[C:2]1[CH:3]=[C:4]([CH2:8][N:9]2[CH2:14][CH2:13][N:12]([C:15]3[C:20]([C:21]([O:23][CH:24]([CH3:26])[CH3:25])=[O:22])=[CH:19][CH:18]=[CH:17][N:16]=3)[CH2:11][CH2:10]2)[CH:5]=[CH:6][CH:7]=1.[F:27][C:28]([F:37])([F:36])[C:29]1[CH:34]=[CH:33][CH:32]=[CH:31][C:30]=1[NH2:35].CC(C1C=C(C(C)C)C(C2C=CC=CC=2P(C2CCCCC2)C2CCCCC2)=C(C(C)C)C=1)C.P([O-])([O-])([O-])=O.[K+].[K+].[K+]. The catalyst is C1(C)C=CC=CC=1.CS(C)=O.C([O-])(=O)C.[Pd+2].C([O-])(=O)C. The product is [F:27][C:28]([F:36])([F:37])[C:29]1[CH:34]=[CH:33][CH:32]=[CH:31][C:30]=1[NH:35][C:2]1[CH:3]=[C:4]([CH2:8][N:9]2[CH2:14][CH2:13][N:12]([C:15]3[C:20]([C:21]([O:23][CH:24]([CH3:26])[CH3:25])=[O:22])=[CH:19][CH:18]=[CH:17][N:16]=3)[CH2:11][CH2:10]2)[CH:5]=[CH:6][CH:7]=1. The yield is 0.385. (8) The product is [Br:12][C:4]1[CH:5]=[C:6]([N+:9]([O-:11])=[O:10])[CH:7]=[CH:8][C:3]=1[NH:2][CH3:1].[Br:12][C:4]1[CH:5]=[C:6]([N+:9]([O-:11])=[O:10])[CH:7]=[CH:8][C:3]=1[NH:2][CH3:1]. The reactants are [CH3:1][NH:2][C:3]1[CH:8]=[CH:7][C:6]([N+:9]([O-:11])=[O:10])=[CH:5][CH:4]=1.[Br:12]Br.C([O-])(O)=O.[Na+]. The catalyst is CC(O)=O.C(Cl)(Cl)Cl. The yield is 0.990. (9) The product is [C:12]([N:10]1[CH2:9][C:8]([CH2:7][C:6]([OH:20])=[O:5])([OH:19])[CH2:11]1)([O:14][C:15]([CH3:18])([CH3:17])[CH3:16])=[O:13]. The catalyst is O1CCOCC1. The yield is 0.940. The reactants are C([O:5][C:6](=[O:20])[CH2:7][C:8]1([OH:19])[CH2:11][N:10]([C:12]([O:14][C:15]([CH3:18])([CH3:17])[CH3:16])=[O:13])[CH2:9]1)(C)(C)C.Cl.[OH-].[Na+].O(C(OC(C)(C)C)=O)C(OC(C)(C)C)=O. (10) The product is [CH2:1]([P:8]([CH2:34][CH:33]([C:31]([O:30][CH2:23][C:24]1[CH:25]=[CH:26][CH:27]=[CH:28][CH:29]=1)=[O:32])[CH2:46][CH2:47][C:48]([O:50][CH2:51][C:52]1[CH:53]=[CH:54][CH:55]=[CH:56][CH:57]=1)=[O:49])(=[O:9])[OH:10])[C:2]1[CH:7]=[CH:6][CH:5]=[CH:4][CH:3]=1. The yield is 0.280. The reactants are [CH2:1]([PH:8](=[O:10])[OH:9])[C:2]1[CH:7]=[CH:6][CH:5]=[CH:4][CH:3]=1.C(N(CC)CC)C.C[Si](Cl)(C)C.[CH2:23]([O:30][C:31]([CH:33]([CH2:46][CH2:47][C:48]([O:50][CH2:51][C:52]1[CH:57]=[CH:56][CH:55]=[CH:54][CH:53]=1)=[O:49])[CH2:34]P(C)(=O)OCC1C=CC=CC=1)=[O:32])[C:24]1[CH:29]=[CH:28][CH:27]=[CH:26][CH:25]=1. The catalyst is ClCCl.